Dataset: Catalyst prediction with 721,799 reactions and 888 catalyst types from USPTO. Task: Predict which catalyst facilitates the given reaction. (1) Reactant: [C:1]([C:5]1[CH:10]=[CH:9][C:8]([C@@H:11]([NH:13][S@@](C(C)(C)C)=O)[CH3:12])=[CH:7][CH:6]=1)([CH3:4])([CH3:3])[CH3:2].[ClH:20]. Product: [Cl-:20].[C:1]([C:5]1[CH:6]=[CH:7][C:8]([C@@H:11]([NH3+:13])[CH3:12])=[CH:9][CH:10]=1)([CH3:4])([CH3:2])[CH3:3]. The catalyst class is: 5. (2) Reactant: [CH3:1][CH:2]1CCNC[CH2:3]1.[CH:8]1([C:13]([N:15]2[CH2:20][CH2:19][CH:18]([C:21]3[C:29]4[C:24](=[CH:25][CH:26]=[C:27]([NH:30][S:31]([N:34]5[CH2:38][CH2:37]O[C:35]5=O)(=[O:33])=[O:32])[CH:28]=4)[N:23]([CH3:40])[CH:22]=3)[CH2:17][CH2:16]2)=[O:14])[CH2:12][CH2:11][CH2:10][CH2:9]1.C(N(CC)CC)C. Product: [CH:8]1([C:13]([N:15]2[CH2:16][CH2:17][CH:18]([C:21]3[C:29]4[C:24](=[CH:25][CH:26]=[C:27]([NH:30][S:31]([N:34]5[CH2:35][CH2:1][CH:2]([CH3:3])[CH2:37][CH2:38]5)(=[O:33])=[O:32])[CH:28]=4)[N:23]([CH3:40])[CH:22]=3)[CH2:19][CH2:20]2)=[O:14])[CH2:12][CH2:11][CH2:10][CH2:9]1. The catalyst class is: 23. (3) Reactant: C(OC([NH:8][C:9]1[O:17][C:16]2[C:11](=[N:12][CH:13]=[C:14]([CH:18]3[CH2:23][CH2:22][O:21][CH2:20][CH2:19]3)[CH:15]=2)[C:10]=1[C:24]([NH:26][C:27]1[CH:28]=[N:29][CH:30]=[CH:31][C:32]=1[N:33]1[CH2:38][C@H:37]([C:39]([F:42])([F:41])[F:40])[CH2:36][C@H:35]([NH:43]C(=O)OC(C)(C)C)[CH2:34]1)=[O:25])=O)(C)(C)C.C(O)(C(F)(F)F)=O. Product: [NH2:8][C:9]1[O:17][C:16]2[C:11](=[N:12][CH:13]=[C:14]([CH:18]3[CH2:23][CH2:22][O:21][CH2:20][CH2:19]3)[CH:15]=2)[C:10]=1[C:24]([NH:26][C:27]1[CH:28]=[N:29][CH:30]=[CH:31][C:32]=1[N:33]1[CH2:38][C@H:37]([C:39]([F:41])([F:42])[F:40])[CH2:36][C@H:35]([NH2:43])[CH2:34]1)=[O:25]. The catalyst class is: 2. (4) Reactant: [H-].[Na+].[N+:3]([C:6]1[CH:7]=[C:8]([NH:12][C:13]2[CH:14]=[N:15][CH:16]=[CH:17][CH:18]=2)[CH:9]=[CH:10][CH:11]=1)([O-:5])=[O:4].[CH3:19]I. Product: [CH3:19][N:12]([C:8]1[CH:9]=[CH:10][CH:11]=[C:6]([N+:3]([O-:5])=[O:4])[CH:7]=1)[C:13]1[CH:14]=[N:15][CH:16]=[CH:17][CH:18]=1. The catalyst class is: 49. (5) Reactant: [C:1]([O:5][C:6]([N:8]([CH2:18][C:19]([O:21][C:22]([CH3:25])([CH3:24])[CH3:23])=[O:20])[C:9]1[CH:14]=[CH:13][CH:12]=[C:11]([CH:15]=[N:16]O)[N:10]=1)=[O:7])([CH3:4])([CH3:3])[CH3:2]. Product: [NH2:16][CH2:15][C:11]1[N:10]=[C:9]([N:8]([CH2:18][C:19]([O:21][C:22]([CH3:25])([CH3:24])[CH3:23])=[O:20])[C:6]([O:5][C:1]([CH3:4])([CH3:3])[CH3:2])=[O:7])[CH:14]=[CH:13][CH:12]=1. The catalyst class is: 63.